From a dataset of Peptide-MHC class II binding affinity with 134,281 pairs from IEDB. Regression. Given a peptide amino acid sequence and an MHC pseudo amino acid sequence, predict their binding affinity value. This is MHC class II binding data. (1) The peptide sequence is MPVDPDNEAYEMPSE. The MHC is HLA-DPA10103-DPB10301 with pseudo-sequence HLA-DPA10103-DPB10301. The binding affinity (normalized) is 0. (2) The peptide sequence is HEWCCRSCTLPPLRY. The MHC is DRB1_0301 with pseudo-sequence DRB1_0301. The binding affinity (normalized) is 0.167. (3) The peptide sequence is TPLTLVDICFWSTLF. The MHC is DRB1_0404 with pseudo-sequence DRB1_0404. The binding affinity (normalized) is 0.402. (4) The peptide sequence is YDKFLANVSTVLTAK. The MHC is DRB1_1101 with pseudo-sequence DRB1_1101. The binding affinity (normalized) is 0.671. (5) The peptide sequence is FLLMYEMHRESLLKS. The MHC is DRB1_0401 with pseudo-sequence DRB1_0401. The binding affinity (normalized) is 0.795. (6) The peptide sequence is EVVNDVSTFSSGLVW. The MHC is DRB1_1501 with pseudo-sequence DRB1_1501. The binding affinity (normalized) is 0.180. (7) The peptide sequence is LQSLTNLLSSNLSWL. The MHC is DRB1_1201 with pseudo-sequence DRB1_1201. The binding affinity (normalized) is 0.447. (8) The peptide sequence is ENVKMEDVGYPIIID. The MHC is HLA-DQA10201-DQB10202 with pseudo-sequence HLA-DQA10201-DQB10202. The binding affinity (normalized) is 0.260. (9) The peptide sequence is LIEKINAGFKAALAA. The MHC is HLA-DQA10301-DQB10302 with pseudo-sequence HLA-DQA10301-DQB10302. The binding affinity (normalized) is 0.469. (10) The peptide sequence is QDHQEEICEVVLAKS. The MHC is DRB1_0405 with pseudo-sequence DRB1_0405. The binding affinity (normalized) is 0.303.